Dataset: Full USPTO retrosynthesis dataset with 1.9M reactions from patents (1976-2016). Task: Predict the reactants needed to synthesize the given product. (1) Given the product [N:1]1[CH:6]=[CH:5][CH:4]=[CH:3][C:2]=1[N:7]1[C:11]([C:12]([F:15])([F:13])[F:14])=[C:10]([C:16]2[O:20][N:19]=[C:18]([C:21]3[CH:22]=[CH:23][C:24]([CH2:25][N:33]4[CH2:36][CH:35]([C:37]([OH:39])=[O:38])[CH2:34]4)=[CH:27][CH:28]=3)[N:17]=2)[CH:9]=[N:8]1, predict the reactants needed to synthesize it. The reactants are: [N:1]1[CH:6]=[CH:5][CH:4]=[CH:3][C:2]=1[N:7]1[C:11]([C:12]([F:15])([F:14])[F:13])=[C:10]([C:16]2[O:20][N:19]=[C:18]([C:21]3[CH:28]=[CH:27][C:24]([CH:25]=O)=[CH:23][CH:22]=3)[N:17]=2)[CH:9]=[N:8]1.C(O)(=O)C.[NH:33]1[CH2:36][CH:35]([C:37]([OH:39])=[O:38])[CH2:34]1.C(O[BH-](OC(=O)C)OC(=O)C)(=O)C.[Na+]. (2) The reactants are: [Br:1][C:2]1[CH:18]=[CH:17][C:5]2[S:6][C:7]([C:10](=O)/[CH:11]=[CH:12]/N(C)C)=[C:8]([CH3:9])[C:4]=2[CH:3]=1.[O-]CC.[Na+].Cl.[NH2:24][C:25]([NH2:27])=[NH:26]. Given the product [Br:1][C:2]1[CH:18]=[CH:17][C:5]2[S:6][C:7]([C:10]3[CH:11]=[CH:12][N:24]=[C:25]([NH2:27])[N:26]=3)=[C:8]([CH3:9])[C:4]=2[CH:3]=1, predict the reactants needed to synthesize it. (3) Given the product [CH3:16][O:15][C:5]1[CH:6]=[CH:7][CH:8]=[CH:9][C:4]=1[CH2:2][C:1]([OH:11])=[O:10], predict the reactants needed to synthesize it. The reactants are: [C:1]([OH:11])(=[O:10])[CH:2]([C:4]1[CH:9]=[CH:8][CH:7]=[CH:6][CH:5]=1)O.S(OC)([O:15][CH3:16])(=O)=O. (4) Given the product [Br:1][C:2]1[CH:3]=[C:4]([CH:5]=[C:6]([C:8]([F:11])([F:10])[F:9])[CH:7]=1)[CH2:12][O:35][CH2:34][C:21]1([C:16]2[CH:17]=[CH:18][CH:19]=[CH:20][C:15]=2[F:14])[CH2:22][CH2:23][N:24]([C:27]([O:29][C:30]([CH3:33])([CH3:32])[CH3:31])=[O:28])[CH2:25][CH2:26]1, predict the reactants needed to synthesize it. The reactants are: [Br:1][C:2]1[CH:7]=[C:6]([C:8]([F:11])([F:10])[F:9])[CH:5]=[C:4]([CH2:12]Br)[CH:3]=1.[F:14][C:15]1[CH:20]=[CH:19][CH:18]=[CH:17][C:16]=1[C:21]1([CH2:34][OH:35])[CH2:26][CH2:25][N:24]([C:27]([O:29][C:30]([CH3:33])([CH3:32])[CH3:31])=[O:28])[CH2:23][CH2:22]1.CC(C)([O-])C.[K+].CO. (5) Given the product [CH3:1][O:2][C:3](=[O:16])[C:4]1[CH:9]=[C:8]([S:70][CH3:69])[N:7]=[C:6]([NH:11][C@H:12]([CH2:14][CH3:15])[CH3:13])[CH:5]=1, predict the reactants needed to synthesize it. The reactants are: [CH3:1][O:2][C:3](=[O:16])[C:4]1[CH:9]=[C:8](Cl)[N:7]=[C:6]([NH:11][C@H:12]([CH2:14][CH3:15])[CH3:13])[CH:5]=1.C1(P(C2C=CC=CC=2)C2C=CC3C(=CC=CC=3)C=2C2C3C(=CC=CC=3)C=CC=2P(C2C=CC=CC=2)C2C=CC=CC=2)C=CC=CC=1.C(=O)([O-])[O-].[Cs+].[Cs+].[CH3:69][S-:70].[Na+]. (6) Given the product [F:15][C:14]([F:17])([F:16])[CH2:13][NH:12][C:10]([NH2:9])=[S:11], predict the reactants needed to synthesize it. The reactants are: C([NH:9][C:10]([NH:12][CH2:13][C:14]([F:17])([F:16])[F:15])=[S:11])(=O)C1C=CC=CC=1.C(=O)([O-])[O-].[K+].[K+]. (7) The reactants are: [CH3:1][C:2]([O:5][C:6]([NH:8][C@H:9]([C:14]([OH:16])=O)[CH2:10][O:11][CH2:12][CH3:13])=[O:7])([CH3:4])[CH3:3].[NH:17]1[CH2:22][CH2:21][O:20][CH2:19][CH2:18]1.CCN(C(C)C)C(C)C.CN(C(ON1N=NC2C=CC=CC1=2)=[N+](C)C)C.[B-](F)(F)(F)F. Given the product [CH2:12]([O:11][CH2:10][C@H:9]([NH:8][C:6](=[O:7])[O:5][C:2]([CH3:1])([CH3:3])[CH3:4])[C:14]([N:17]1[CH2:22][CH2:21][O:20][CH2:19][CH2:18]1)=[O:16])[CH3:13], predict the reactants needed to synthesize it. (8) The reactants are: [C:1]([O:5][C:6]([N:8]1[CH2:13][CH2:12][CH:11]([OH:14])[CH2:10][CH2:9]1)=[O:7])([CH3:4])([CH3:3])[CH3:2].[F:15][C:16]1[CH:17]=[C:18](O)[CH:19]=[CH:20][CH:21]=1.C1(P(C2C=CC=CC=2)C2C=CC=CC=2)C=CC=CC=1. Given the product [C:1]([O:5][C:6]([N:8]1[CH2:13][CH2:12][CH:11]([O:14][C:20]2[CH:19]=[CH:18][CH:17]=[C:16]([F:15])[CH:21]=2)[CH2:10][CH2:9]1)=[O:7])([CH3:4])([CH3:2])[CH3:3], predict the reactants needed to synthesize it.